Dataset: Full USPTO retrosynthesis dataset with 1.9M reactions from patents (1976-2016). Task: Predict the reactants needed to synthesize the given product. (1) Given the product [Br:1][C:2]1[CH:3]=[C:4]([NH2:10])[C:5]([NH2:6])=[CH:7][C:8]=1[CH3:9], predict the reactants needed to synthesize it. The reactants are: [Br:1][C:2]1[C:8]([CH3:9])=[CH:7][C:5]([NH2:6])=[C:4]([N+:10]([O-])=O)[CH:3]=1.O.O.[Sn](Cl)Cl.O.C(=O)([O-])O.[Na+]. (2) Given the product [Br:1][C:2]1[CH:10]=[C:6]2[C:5]([O:11][C:12]3[CH:17]=[CH:16][C:15]([CH2:18][CH2:19][O:20][C:21](=[O:23])[CH3:22])=[CH:14][C:13]=3[C:7]2=[O:9])=[CH:4][CH:3]=1, predict the reactants needed to synthesize it. The reactants are: [Br:1][C:2]1[CH:3]=[CH:4][C:5]([O:11][C:12]2[CH:17]=[CH:16][C:15]([CH2:18][CH2:19][OH:20])=[CH:14][CH:13]=2)=[C:6]([CH:10]=1)[C:7]([OH:9])=O.[C:21](OC(=O)C)(=[O:23])[CH3:22].